The task is: Predict the product of the given reaction.. This data is from Forward reaction prediction with 1.9M reactions from USPTO patents (1976-2016). (1) Given the reactants [CH3:1][C:2]1[CH:9]=[CH:8][C:7]([C:10]2[CH:15]=[CH:14][CH:13]=[CH:12][CH:11]=2)=[CH:6][C:3]=1[C:4]#[N:5].C(O)C.O.N, predict the reaction product. The product is: [CH3:1][C:2]1[CH:9]=[CH:8][C:7]([C:10]2[CH:15]=[CH:14][CH:13]=[CH:12][CH:11]=2)=[CH:6][C:3]=1[CH2:4][NH2:5]. (2) Given the reactants [NH2:1][C@@H:2]([CH2:6][C:7]1[N:8]=[CH:9][N:10]([CH3:12])[CH:11]=1)[C:3]([OH:5])=[O:4].Cl.[CH2:14]=O, predict the reaction product. The product is: [CH3:12][N:10]1[C:11]2[CH2:14][NH:1][C@H:2]([C:3]([OH:5])=[O:4])[CH2:6][C:7]=2[N:8]=[CH:9]1. (3) Given the reactants [NH2:1][CH2:2][CH2:3][CH2:4][C@H:5]([NH:9][C:10]([O:12][C:13]([CH3:16])([CH3:15])[CH3:14])=[O:11])[C:6]([OH:8])=[O:7].[C:17]1(=O)[O:22][C:20](=[O:21])[C:19]2=[CH:23][CH:24]=[CH:25][CH:26]=[C:18]12, predict the reaction product. The product is: [C:13]([O:12][C:10]([NH:9][C@@H:5]([CH2:4][CH2:3][CH2:2][N:1]1[C:20](=[O:21])[C:19]2[C:18](=[CH:26][CH:25]=[CH:24][CH:23]=2)[C:17]1=[O:22])[C:6]([OH:8])=[O:7])=[O:11])([CH3:16])([CH3:15])[CH3:14]. (4) Given the reactants [CH2:1](N(CC)CC)[CH3:2].C[Si](C#C)(C)C.[F-].[CH2:28]([N+]([CH2:28][CH2:29][CH2:30][CH3:31])([CH2:28][CH2:29][CH2:30][CH3:31])[CH2:28][CH2:29][CH2:30][CH3:31])[CH2:29][CH2:30][CH3:31].[O:32]1[CH2:36][CH2:35]C[CH2:33]1.Br[C:38]1[CH:39]=[N:40][CH:41]=[C:42]([Br:44])[CH:43]=1, predict the reaction product. The product is: [Br:44][C:42]1[CH:41]=[N:40][CH:39]=[C:38]([C:1]#[C:2][C:31]2[CH:30]=[CH:29][CH:28]=[C:36]([O:32][CH3:33])[CH:35]=2)[CH:43]=1. (5) Given the reactants Cl[C:2]1[CH:7]=[C:6]([N:8]([CH:16]2[CH2:18][CH2:17]2)C(=O)OC(C)(C)C)[N:5]2[N:19]=[CH:20][C:21](/[CH:22]=[C:23]3\[NH:24][C:25](=[O:29])[NH:26][C:27]\3=[O:28])=[C:4]2[N:3]=1.[Cl:30][C:31]1[CH:32]=[C:33]([CH:36]=[CH:37][C:38]=1[OH:39])[C:34]#[N:35].C([O-])([O-])=O.[K+].[K+].O, predict the reaction product. The product is: [Cl:30][C:31]1[CH:32]=[C:33]([CH:36]=[CH:37][C:38]=1[O:39][C:2]1[CH:7]=[C:6]([NH:8][CH:16]2[CH2:18][CH2:17]2)[N:5]2[N:19]=[CH:20][C:21](/[CH:22]=[C:23]3\[NH:24][C:25](=[O:29])[NH:26][C:27]\3=[O:28])=[C:4]2[N:3]=1)[C:34]#[N:35]. (6) Given the reactants CC1(C)CCCC(C)(C)N1.C([Li])CCC.[F:16][C:17]1[CH:18]=[C:19]([CH2:24][CH2:25][OH:26])[CH:20]=[CH:21][C:22]=1[F:23].Cl.C1C[O:31][CH2:30]C1, predict the reaction product. The product is: [F:23][C:22]1[C:17]([F:16])=[CH:18][C:19]([CH2:24][CH2:25][OH:26])=[CH:20][C:21]=1[CH:30]=[O:31]. (7) Given the reactants C([O-])([O-])=O.[K+].[K+].[CH3:7][O:8][C:9]1[CH:10]=[C:11]([OH:15])[CH:12]=[CH:13][CH:14]=1.Cl[C:17]1[N:22]=[C:21]([N:23]([CH3:43])[CH2:24][CH2:25][CH2:26][O:27][C:28]2[CH:29]=[C:30]3[C:34](=[CH:35][CH:36]=2)[C@H:33]([CH2:37][C:38]([O:40][CH2:41][CH3:42])=[O:39])[CH2:32][CH2:31]3)[C:20]([CH3:44])=[CH:19][N:18]=1, predict the reaction product. The product is: [CH3:7][O:8][C:9]1[CH:10]=[C:11]([CH:12]=[CH:13][CH:14]=1)[O:15][C:17]1[N:22]=[C:21]([N:23]([CH3:43])[CH2:24][CH2:25][CH2:26][O:27][C:28]2[CH:29]=[C:30]3[C:34](=[CH:35][CH:36]=2)[C@H:33]([CH2:37][C:38]([O:40][CH2:41][CH3:42])=[O:39])[CH2:32][CH2:31]3)[C:20]([CH3:44])=[CH:19][N:18]=1. (8) Given the reactants Br[C:2]1[CH:10]=[C:9]([O:11][CH3:12])[C:8]([O:13][CH3:14])=[CH:7][C:3]=1[C:4]([OH:6])=[O:5].[C:15](=[O:18])([O-])[O-:16].[Cs+].[Cs+].[NH:21]1[CH:25]=[CH:24][N:23]=[N:22]1.CN[C@@H]1CCCC[C@H]1NC, predict the reaction product. The product is: [CH3:15][O:18][C:7]1[C:8]([O:13][CH3:14])=[CH:9][CH:10]=[C:2]([N:22]2[N:23]=[CH:24][CH:25]=[N:21]2)[C:3]=1[C:4]([OH:6])=[O:5].[CH3:12][O:11][C:9]1[C:8]([O:13][CH3:14])=[CH:7][CH:3]=[C:2]([N:21]2[CH:25]=[CH:24][N:23]=[N:22]2)[C:10]=1[C:15]([OH:16])=[O:18].